Dataset: Forward reaction prediction with 1.9M reactions from USPTO patents (1976-2016). Task: Predict the product of the given reaction. Given the reactants [CH3:1][O:2][C:3](=[O:20])[C:4]1[CH:9]=[C:8]([N:10]=[CH:11][C:12]2[CH:17]=[CH:16][CH:15]=[C:14]([Br:18])[CH:13]=2)[CH:7]=[CH:6][C:5]=1[Cl:19].O.[O-]S(C(F)(F)F)(=O)=O.[Yb+3].[O-]S(C(F)(F)F)(=O)=O.[O-]S(C(F)(F)F)(=O)=O.[CH:47](=[O:51])[CH:48]([CH3:50])[CH3:49].O, predict the reaction product. The product is: [CH3:1][O:2][C:3]([C:4]1[C:9]2[CH:47]([OH:51])[C:48]([CH3:50])([CH3:49])[CH:11]([C:12]3[CH:17]=[CH:16][CH:15]=[C:14]([Br:18])[CH:13]=3)[NH:10][C:8]=2[CH:7]=[CH:6][C:5]=1[Cl:19])=[O:20].